This data is from Full USPTO retrosynthesis dataset with 1.9M reactions from patents (1976-2016). The task is: Predict the reactants needed to synthesize the given product. (1) Given the product [CH3:22][N:23]([CH3:24])[S:15]([C:9]1[CH:8]=[C:7]2[C:12]([CH2:13][CH2:14][N:5]([C:3](=[O:4])[C:2]([F:20])([F:19])[F:1])[CH2:6]2)=[CH:11][CH:10]=1)(=[O:17])=[O:16], predict the reactants needed to synthesize it. The reactants are: [F:1][C:2]([F:20])([F:19])[C:3]([N:5]1[CH2:14][CH2:13][C:12]2[C:7](=[CH:8][C:9]([S:15](Cl)(=[O:17])=[O:16])=[CH:10][CH:11]=2)[CH2:6]1)=[O:4].Cl.[CH3:22][NH:23][CH3:24].C(N(CC)CC)C. (2) Given the product [CH2:1]([S:3]([C:6]1[CH:11]=[CH:10][C:9]([C:16]2[CH:17]=[CH:18][C:19]([O:22][CH2:23][CH:24]3[CH2:25][CH2:26][N:27]([C:30]([O:32][CH:33]([CH3:35])[CH3:34])=[O:31])[CH2:28][CH2:29]3)=[CH:20][CH:21]=2)=[CH:8][CH:7]=1)(=[O:5])=[O:4])[CH3:2], predict the reactants needed to synthesize it. The reactants are: [CH2:1]([S:3]([C:6]1[CH:11]=[CH:10][C:9](B(O)O)=[CH:8][CH:7]=1)(=[O:5])=[O:4])[CH3:2].Br[C:16]1[CH:21]=[CH:20][C:19]([O:22][CH2:23][CH:24]2[CH2:29][CH2:28][N:27]([C:30]([O:32][CH:33]([CH3:35])[CH3:34])=[O:31])[CH2:26][CH2:25]2)=[CH:18][CH:17]=1. (3) Given the product [C:41]([OH:47])([C:43]([F:46])([F:45])[F:44])=[O:42].[NH2:27][CH2:26][CH2:25][CH2:24][C:10]1[N:11]=[C:12]([NH:16][C:17]2[CH:18]=[C:19]([CH3:23])[CH:20]=[CH:21][CH:22]=2)[C:13]2[C:14](=[O:15])[NH:6][CH2:7][C:8]=2[N:9]=1, predict the reactants needed to synthesize it. The reactants are: COC1C=C(OC)C=CC=1C[N:6]1[C:14](=[O:15])[C:13]2[C:12]([NH:16][C:17]3[CH:18]=[C:19]([CH3:23])[CH:20]=[CH:21][CH:22]=3)=[N:11][C:10]([CH2:24][CH2:25][CH2:26][NH:27]C(=O)OC(C)(C)C)=[N:9][C:8]=2[CH2:7]1.[C:41]([OH:47])([C:43]([F:46])([F:45])[F:44])=[O:42].